Dataset: Forward reaction prediction with 1.9M reactions from USPTO patents (1976-2016). Task: Predict the product of the given reaction. Given the reactants Br[C:2]1[CH:3]=[C:4]([NH:10][C:11]2[N:16]=[C:15]([O:17][CH2:18][CH2:19][NH:20][C:21](=[O:26])[C:22]([C:24]#[N:25])=[CH2:23])[CH:14]=[CH:13][CH:12]=2)[C:5](=[O:9])[N:6]([CH3:8])[CH:7]=1.[C:27]([O:30][CH2:31][C:32]1[C:37](B2OC(C)(C)C(C)(C)O2)=[CH:36][C:35]([F:47])=[CH:34][C:33]=1[N:48]1[C:60](=[O:61])[C:59]2[S:58][C:57]3[CH2:56][CH2:55][CH2:54][CH2:53][C:52]=3[C:51]=2[CH:50]=[N:49]1)(=[O:29])[CH3:28].[F-].[K+], predict the reaction product. The product is: [C:24]([C:22](=[CH2:23])[C:21]([NH:20][CH2:19][CH2:18][O:17][C:15]1[CH:14]=[CH:13][CH:12]=[C:11]([NH:10][C:4]2[C:5](=[O:9])[N:6]([CH3:8])[CH:7]=[C:2]([C:37]3[CH:36]=[C:35]([F:47])[CH:34]=[C:33]([N:48]4[C:60](=[O:61])[C:59]5[S:58][C:57]6[CH2:56][CH2:55][CH2:54][CH2:53][C:52]=6[C:51]=5[CH:50]=[N:49]4)[C:32]=3[CH2:31][O:30][C:27](=[O:29])[CH3:28])[CH:3]=2)[N:16]=1)=[O:26])#[N:25].